Dataset: Catalyst prediction with 721,799 reactions and 888 catalyst types from USPTO. Task: Predict which catalyst facilitates the given reaction. (1) Reactant: C([O:8][C:9]([C@@H:11]1[CH2:15][C@@H:14]([F:16])[CH2:13][N:12]1[C:17](=[O:31])[NH:18][C:19]1[C:27]2[C:22](=[CH:23][CH:24]=[CH:25][CH:26]=2)[N:21]([C:28](=[O:30])[NH2:29])[CH:20]=1)=[O:10])C1C=CC=CC=1. Product: [C:28]([N:21]1[C:22]2[C:27](=[CH:26][CH:25]=[CH:24][CH:23]=2)[C:19]([NH:18][C:17]([N:12]2[CH2:13][C@H:14]([F:16])[CH2:15][C@H:11]2[C:9]([OH:10])=[O:8])=[O:31])=[CH:20]1)(=[O:30])[NH2:29]. The catalyst class is: 123. (2) Reactant: [Cl:1][C:2]1[C:11]2[C:6](=[C:7]([N+:12]([O-])=O)[CH:8]=[CH:9][CH:10]=2)[C:5]([CH:15]=[CH2:16])=[CH:4][N:3]=1.[OH-].[Na+]. Product: [NH2:12][C:7]1[CH:8]=[CH:9][CH:10]=[C:11]2[C:6]=1[C:5]([CH:15]=[CH2:16])=[CH:4][N:3]=[C:2]2[Cl:1]. The catalyst class is: 13. (3) Reactant: [NH2:1][C@H:2]([C:5]1[N:14]([C:15]2[CH:20]=[CH:19][CH:18]=[C:17]([CH2:21][C:22]([F:25])([F:24])[F:23])[CH:16]=2)[C:13](=[O:26])[C:12]2[C:7](=[CH:8][CH:9]=[CH:10][C:11]=2[F:27])[N:6]=1)[CH2:3][CH3:4].Cl[C:29]1[C:30]2[CH:37]=[CH:36][NH:35][C:31]=2[N:32]=[CH:33][N:34]=1.C(N(C(C)C)CC)(C)C. The catalyst class is: 218. Product: [N:32]1[C:31]2[NH:35][CH:36]=[CH:37][C:30]=2[C:29]([NH:1][C@H:2]([C:5]2[N:14]([C:15]3[CH:20]=[CH:19][CH:18]=[C:17]([CH2:21][C:22]([F:25])([F:23])[F:24])[CH:16]=3)[C:13](=[O:26])[C:12]3[C:7](=[CH:8][CH:9]=[CH:10][C:11]=3[F:27])[N:6]=2)[CH2:3][CH3:4])=[N:34][CH:33]=1. (4) Reactant: [CH3:1][O:2][C:3]1[CH:4]=[C:5]([OH:9])[CH:6]=[CH:7][CH:8]=1.Cl[C:11]1[CH:12]=[CH:13][C:14]([N+:26]([O-:28])=[O:27])=[C:15]([CH2:17][NH:18][C:19](=[O:25])[O:20][C:21]([CH3:24])([CH3:23])[CH3:22])[CH:16]=1.[H-].[Na+]. Product: [CH3:1][O:2][C:3]1[CH:4]=[C:5]([CH:6]=[CH:7][CH:8]=1)[O:9][C:11]1[CH:12]=[CH:13][C:14]([N+:26]([O-:28])=[O:27])=[C:15]([CH2:17][NH:18][C:19](=[O:25])[O:20][C:21]([CH3:24])([CH3:22])[CH3:23])[CH:16]=1. The catalyst class is: 9.